This data is from Reaction yield outcomes from USPTO patents with 853,638 reactions. The task is: Predict the reaction yield, written as a fraction of the theoretical maximum amount of product (1.0 means a 100% yield; for example, 0.34 means a 34% yield). (1) The reactants are B(Br)(Br)Br.[CH3:5][O:6][C:7](=[O:21])[C:8]([CH3:20])([CH3:19])[CH2:9][C:10]1[CH:15]=[CH:14][C:13]([O:16]C)=[CH:12][C:11]=1C. No catalyst specified. The product is [CH3:5][O:6][C:7](=[O:21])[C:8]([CH3:19])([CH3:20])[CH2:9][C:10]1[CH:15]=[CH:14][C:13]([OH:16])=[CH:12][CH:11]=1. The yield is 0.850. (2) The reactants are [CH:1]1[C:10]2[C@H:11]3[CH2:16][NH:15][CH2:14][CH2:13][C@H:12]3[N:8]3[C:9]=2[C:4]([CH2:5][CH2:6][CH2:7]3)=[CH:3][CH:2]=1.Cl[CH2:18][CH2:19][CH2:20][O:21][C:22]1[CH:27]=[CH:26][C:25]([F:28])=[CH:24][CH:23]=1.C([O-])([O-])=O.[K+].[K+]. No catalyst specified. The product is [F:28][C:25]1[CH:26]=[CH:27][C:22]([O:21][CH2:20][CH2:19][CH2:18][N:15]2[CH2:14][CH2:13][C@H:12]3[N:8]4[C:9]5[C:4](=[CH:3][CH:2]=[CH:1][C:10]=5[C@H:11]3[CH2:16]2)[CH2:5][CH2:6][CH2:7]4)=[CH:23][CH:24]=1. The yield is 0.320. (3) The reactants are [C-:1]#[N:2].[K+].[Br:4][C:5]1[CH:6]=[C:7]([F:14])[C:8]([CH2:12]Br)=[C:9]([F:11])[CH:10]=1.[Cl-].[Na+]. The catalyst is CS(C)=O. The product is [Br:4][C:5]1[CH:6]=[C:7]([F:14])[C:8]([CH2:12][C:1]#[N:2])=[C:9]([F:11])[CH:10]=1. The yield is 0.520. (4) The reactants are [N+:1]([C:4]1[CH:9]=[CH:8][C:7]([OH:10])=[CH:6][CH:5]=1)([O-:3])=[O:2].C(=O)([O-])[O-].[K+].[K+].[F:17][C:18]1[CH:25]=[CH:24][C:21]([CH2:22]Br)=[CH:20][CH:19]=1. The catalyst is CN(C=O)C. The product is [N+:1]([C:4]1[CH:9]=[CH:8][C:7]([O:10][CH2:22][C:21]2[CH:24]=[CH:25][C:18]([F:17])=[CH:19][CH:20]=2)=[CH:6][CH:5]=1)([O-:3])=[O:2]. The yield is 0.960. (5) The reactants are [CH3:1][C:2]1[CH:6]=[CH:5][S:4][C:3]=1[C:7]([OH:9])=O.S(Cl)(Cl)=O.[NH2:14][C:15]1[CH:16]=[C:17]([CH:30]=[CH:31][CH:32]=1)[C:18]([C:20]1[CH:28]=[C:27]2[C:23]([CH2:24][C:25](=[O:29])[NH:26]2)=[CH:22][CH:21]=1)=[O:19]. The catalyst is C1COCC1. The product is [O:29]=[C:25]1[CH2:24][C:23]2[C:27](=[CH:28][C:20]([C:18]([C:17]3[CH:16]=[C:15]([NH:14][C:7]([C:3]4[S:4][CH:5]=[CH:6][C:2]=4[CH3:1])=[O:9])[CH:32]=[CH:31][CH:30]=3)=[O:19])=[CH:21][CH:22]=2)[NH:26]1. The yield is 0.710. (6) The reactants are [F:1][C:2]1[CH:9]=[CH:8][C:5]([CH2:6][OH:7])=[CH:4][CH:3]=1.[H-].[Na+].Cl[C:13]1[N:14]=[N:15][CH:16]=[C:17]2[C:21]([CH3:22])=[C:20]([CH3:23])[N:19]([CH2:24][C@H:25]3[CH2:27][C@@H:26]3[CH3:28])[C:18]=12. The catalyst is O1CCCC1. The product is [F:1][C:2]1[CH:9]=[CH:8][C:5]([CH2:6][O:7][C:13]2[N:14]=[N:15][CH:16]=[C:17]3[C:21]([CH3:22])=[C:20]([CH3:23])[N:19]([CH2:24][C@H:25]4[CH2:27][C@@H:26]4[CH3:28])[C:18]=23)=[CH:4][CH:3]=1. The yield is 0.664. (7) The reactants are [C:1]([C:3](=[C:9](SC)[S:10][CH3:11])[C:4]([O:6][CH2:7][CH3:8])=[O:5])#[N:2].Cl.[NH2:15][NH2:16].C([O-])(=O)C.[Na+]. The catalyst is C(O)C. The product is [NH2:2][C:1]1[NH:16][N:15]=[C:9]([S:10][CH3:11])[C:3]=1[C:4]([O:6][CH2:7][CH3:8])=[O:5]. The yield is 0.470. (8) The reactants are [CH:1]([C:4]1[C:8]([C:9]([O:11]CC)=O)=[CH:7][NH:6][N:5]=1)([CH3:3])[CH3:2].[H-].[Na+].Cl[C:17]1[CH:22]=[CH:21][C:20]([Cl:23])=[CH:19][N:18]=1.[Cl-].[NH4+]. The catalyst is CN(C)C=O. The product is [Cl:23][C:20]1[CH:21]=[CH:22][C:17]([N:6]2[CH:7]=[C:8]([CH2:9][OH:11])[C:4]([CH:1]([CH3:2])[CH3:3])=[N:5]2)=[N:18][CH:19]=1. The yield is 0.710. (9) The reactants are Br[C:2]1[C:3]([CH3:8])=[N:4][NH:5][C:6]=1[CH3:7].[O:9]=[S:10]1(=[O:37])[CH2:15][CH2:14][CH:13]([C:16]2[C:24]3[C:19](=[C:20]([C:34]([NH2:36])=[O:35])[CH:21]=[C:22](B4OC(C)(C)C(C)(C)O4)[CH:23]=3)[NH:18][CH:17]=2)[CH2:12][CH2:11]1.C([O-])([O-])=O.[K+].[K+]. The catalyst is C1C=CC(P(C2C=CC=CC=2)[C-]2C=CC=C2)=CC=1.C1C=CC(P(C2C=CC=CC=2)[C-]2C=CC=C2)=CC=1.Cl[Pd]Cl.[Fe+2].O1CCOCC1.O. The product is [CH3:8][C:3]1[C:2]([C:22]2[CH:23]=[C:24]3[C:19](=[C:20]([C:34]([NH2:36])=[O:35])[CH:21]=2)[NH:18][CH:17]=[C:16]3[CH:13]2[CH2:12][CH2:11][S:10](=[O:9])(=[O:37])[CH2:15][CH2:14]2)=[C:6]([CH3:7])[NH:5][N:4]=1. The yield is 0.110.